This data is from Forward reaction prediction with 1.9M reactions from USPTO patents (1976-2016). The task is: Predict the product of the given reaction. (1) Given the reactants [CH:1]1([C:7]2[C:15]3[C:10](=[CH:11][C:12]([C:16]([OH:18])=[O:17])=[CH:13][CH:14]=3)[N:9]([CH2:19][C:20]([N:22]3[CH2:27][CH2:26][O:25][CH2:24][CH2:23]3)=[O:21])[C:8]=2[C:28]2[CH:33]=[CH:32][C:31]([C:34]3C=C[C:37]([N:40](C)[CH3:41])=[CH:36][CH:35]=3)=[CH:30][CH:29]=2)[CH2:6][CH2:5][CH2:4][CH2:3][CH2:2]1.[CH3:43][O:44]C(C1C=C2C(C(C3CCCCC3)=C(C3C=CC(OS(C(F)(F)F)(=O)=O)=CC=3)N2CC(N2CCOCC2)=O)=CC=1)=O.COC1C=CN=CC=1B(O)O, predict the reaction product. The product is: [CH:1]1([C:7]2[C:15]3[C:10](=[CH:11][C:12]([C:16]([OH:18])=[O:17])=[CH:13][CH:14]=3)[N:9]([CH2:19][C:20]([N:22]3[CH2:27][CH2:26][O:25][CH2:24][CH2:23]3)=[O:21])[C:8]=2[C:28]2[CH:29]=[CH:30][C:31]([C:34]3[C:41]([O:44][CH3:43])=[N:40][CH:37]=[CH:36][CH:35]=3)=[CH:32][CH:33]=2)[CH2:2][CH2:3][CH2:4][CH2:5][CH2:6]1. (2) Given the reactants [ClH:1].[N:2]1([C:11]2[CH:18]=[CH:17][C:14]([C:15]#[N:16])=[CH:13][CH:12]=2)[C:6]2=[N:7][CH:8]=[CH:9][CH:10]=[C:5]2[CH:4]=[CH:3]1.C[CH2:20][O:21]CC, predict the reaction product. The product is: [ClH:1].[N:2]1([C:11]2[CH:18]=[CH:17][C:14]([C:15](=[NH:16])[O:21][CH3:20])=[CH:13][CH:12]=2)[C:6]2=[N:7][CH:8]=[CH:9][CH:10]=[C:5]2[CH:4]=[CH:3]1. (3) Given the reactants [F:1][C:2]1[CH:9]=[C:8]([C:10]2[CH:15]=[CH:14][N:13]=[C:12]3[NH:16][C:17]([C:19]4[CH:20]=[N:21][N:22]([CH:24]5[CH2:29][CH2:28][O:27][CH2:26][CH2:25]5)[CH:23]=4)=[N:18][C:11]=23)[CH:7]=[CH:6][C:3]=1[CH2:4][NH2:5].[C:30]([C:34]1[N:38]=[C:37]([C:39](O)=[O:40])[O:36][N:35]=1)([CH3:33])([CH3:32])[CH3:31].C(P1(=O)OP(=O)(CCC)OP(=O)(CCC)O1)CC.C(N(C(C)C)C(C)C)C, predict the reaction product. The product is: [F:1][C:2]1[CH:9]=[C:8]([C:10]2[CH:15]=[CH:14][N:13]=[C:12]3[NH:16][C:17]([C:19]4[CH:20]=[N:21][N:22]([CH:24]5[CH2:29][CH2:28][O:27][CH2:26][CH2:25]5)[CH:23]=4)=[N:18][C:11]=23)[CH:7]=[CH:6][C:3]=1[CH2:4][NH:5][C:39]([C:37]1[O:36][N:35]=[C:34]([C:30]([CH3:33])([CH3:32])[CH3:31])[N:38]=1)=[O:40]. (4) The product is: [CH3:21][O:20][C:17]1[CH:18]=[CH:19][C:14]([N:12]([CH3:13])[C:10]2[C:9]3[C:4](=[CH:5][CH:6]=[C:7]([CH3:22])[CH:8]=3)[N:3]=[C:2]([NH:26][CH2:25][CH2:23][OH:24])[N:11]=2)=[CH:15][CH:16]=1. Given the reactants Cl[C:2]1[N:11]=[C:10]([N:12]([C:14]2[CH:19]=[CH:18][C:17]([O:20][CH3:21])=[CH:16][CH:15]=2)[CH3:13])[C:9]2[C:4](=[CH:5][CH:6]=[C:7]([CH3:22])[CH:8]=2)[N:3]=1.[CH2:23]([CH2:25][NH2:26])[OH:24], predict the reaction product. (5) Given the reactants [Br:1][C:2]1[CH:7]=[CH:6][C:5](F)=[C:4]([N+:9]([O-:11])=[O:10])[CH:3]=1.Cl.[F:13][C:14]1([F:19])[CH2:18][CH2:17][NH:16][CH2:15]1.C([O-])([O-])=O.[K+].[K+], predict the reaction product. The product is: [Br:1][C:2]1[CH:7]=[CH:6][C:5]([N:16]2[CH2:17][CH2:18][C:14]([F:19])([F:13])[CH2:15]2)=[C:4]([N+:9]([O-:11])=[O:10])[CH:3]=1.